This data is from Forward reaction prediction with 1.9M reactions from USPTO patents (1976-2016). The task is: Predict the product of the given reaction. (1) The product is: [NH:25]1[C:33]2[C:28](=[C:29]([C:2]3[N:3]=[C:4]([N:19]4[CH2:24][CH2:23][O:22][CH2:21][CH2:20]4)[C:5]4[S:10][C:9]([CH2:11][N:12]5[CH2:17][CH2:16][N:15]([CH3:18])[CH2:14][CH2:13]5)=[CH:8][C:6]=4[N:7]=3)[CH:30]=[CH:31][CH:32]=2)[CH:27]=[CH:26]1. Given the reactants Cl[C:2]1[N:3]=[C:4]([N:19]2[CH2:24][CH2:23][O:22][CH2:21][CH2:20]2)[C:5]2[S:10][C:9]([CH2:11][N:12]3[CH2:17][CH2:16][N:15]([CH3:18])[CH2:14][CH2:13]3)=[CH:8][C:6]=2[N:7]=1.[NH:25]1[C:33]2[CH:32]=[CH:31][CH:30]=[C:29](B(O)O)[C:28]=2[CH:27]=[CH:26]1.C(=O)([O-])O.[Na+], predict the reaction product. (2) Given the reactants [C:1]([C:3]1[CH:4]=[C:5]([CH:27]=[CH:28][CH:29]=1)[C:6]([NH:8][C:9]1[N:10]([CH2:22][CH2:23][CH2:24][O:25][CH3:26])[C:11]2[C:17]([C:18]([O:20]C)=[O:19])=[CH:16][CH:15]=[CH:14][C:12]=2[N:13]=1)=[O:7])#[N:2].[OH-].[K+], predict the reaction product. The product is: [C:1]([C:3]1[CH:4]=[C:5]([CH:27]=[CH:28][CH:29]=1)[C:6]([NH:8][C:9]1[N:10]([CH2:22][CH2:23][CH2:24][O:25][CH3:26])[C:11]2[C:17]([C:18]([OH:20])=[O:19])=[CH:16][CH:15]=[CH:14][C:12]=2[N:13]=1)=[O:7])#[N:2]. (3) Given the reactants [C:1]([C:3]1[CH:4]=[C:5](Br)[CH:6]=[CH:7][CH:8]=1)#[N:2].[CH3:10][CH:11]([S:13]([NH:16][CH:17]1[CH2:21][CH2:20][CH:19]=[C:18]1[C:22]1[CH:27]=[CH:26][C:25](OS(OC(F)(F)F)=O)=[CH:24][CH:23]=1)(=[O:15])=[O:14])[CH3:12], predict the reaction product. The product is: [CH3:12][CH:11]([S:13]([NH:16][CH:17]1[C:18]([C:22]2[CH:27]=[CH:26][C:25]([C:5]3[CH:4]=[C:3]([C:1]#[N:2])[CH:8]=[CH:7][CH:6]=3)=[CH:24][CH:23]=2)=[CH:19][CH2:20][CH2:21]1)(=[O:15])=[O:14])[CH3:10]. (4) Given the reactants [F:1][C:2]([F:43])([F:42])[C:3]1[CH:4]=[C:5]([CH:13]([N:15]([CH3:41])[C:16]([N:18]2[CH2:25][CH:24]3[CH:20]([CH2:21][N:22](CC4C=CC=CC=4)[CH2:23]3)[CH:19]2[C:33]2[CH:38]=[CH:37][C:36]([F:39])=[CH:35][C:34]=2[CH3:40])=[O:17])[CH3:14])[CH:6]=[C:7]([C:9]([F:12])([F:11])[F:10])[CH:8]=1.C([O-])=O.[NH4+], predict the reaction product. The product is: [F:43][C:2]([F:1])([F:42])[C:3]1[CH:4]=[C:5]([CH:13]([N:15]([CH3:41])[C:16]([N:18]2[CH2:25][CH:24]3[CH:20]([CH2:21][NH:22][CH2:23]3)[CH:19]2[C:33]2[CH:38]=[CH:37][C:36]([F:39])=[CH:35][C:34]=2[CH3:40])=[O:17])[CH3:14])[CH:6]=[C:7]([C:9]([F:12])([F:10])[F:11])[CH:8]=1. (5) Given the reactants Cl.Cl.[O:3]1[C:8]2=[CH:9][CH:10]=[CH:11][C:7]2=[CH:6][C:5]([CH:12]2[CH2:17][CH2:16][CH2:15][CH2:14][N:13]2[CH2:18][CH2:19][C@H:20]2[CH2:25][CH2:24][C@H:23]([NH2:26])[CH2:22][CH2:21]2)=[CH:4]1.[O:27]1[C:31]2[CH:32]=[CH:33][C:34]([CH2:36][C:37](O)=[O:38])=[CH:35][C:30]=2[O:29][CH2:28]1, predict the reaction product. The product is: [O:27]1[C:31]2[CH:32]=[CH:33][C:34]([CH2:36][C:37]([NH:26][C@H:23]3[CH2:22][CH2:21][C@H:20]([CH2:19][CH2:18][N:13]4[CH2:14][CH2:15][CH2:16][CH2:17][CH:12]4[C:5]4[CH:6]=[C:7]5[CH:11]=[CH:10][CH:9]=[C:8]5[O:3][CH:4]=4)[CH2:25][CH2:24]3)=[O:38])=[CH:35][C:30]=2[O:29][CH2:28]1. (6) Given the reactants C[O:2][C:3]([C:5]12[CH2:10][C:9]1([C:11]1[CH:16]=[CH:15][CH:14]=[C:13]([O:17][CH3:18])[N:12]=1)[CH2:8][N:7]([CH2:19][C:20]1[CH:25]=[CH:24][CH:23]=[CH:22][CH:21]=1)[CH2:6]2)=O.[H-].[Al+3].[Li+].[H-].[H-].[H-].O.O.O.O.O.O.O.O.O.O.S([O-])([O-])(=O)=O.[Na+].[Na+], predict the reaction product. The product is: [CH2:19]([N:7]1[CH2:8][C:9]2([C:11]3[CH:16]=[CH:15][CH:14]=[C:13]([O:17][CH3:18])[N:12]=3)[C:5]([CH2:3][OH:2])([CH2:10]2)[CH2:6]1)[C:20]1[CH:25]=[CH:24][CH:23]=[CH:22][CH:21]=1. (7) Given the reactants C[O:2][C:3](=[O:34])[CH2:4][CH2:5][CH2:6][CH2:7][CH2:8][CH2:9][CH2:10][NH:11][C:12](=[O:33])[C:13]1[CH:18]=[CH:17][C:16]([CH:19]=[N:20][N:21]=[C:22]2[C:30]3[C:25](=[CH:26][CH:27]=[C:28]([F:31])[CH:29]=3)[NH:24][C:23]2=[O:32])=[CH:15][CH:14]=1.CO.[Li+].[OH-].Cl, predict the reaction product. The product is: [F:31][C:28]1[CH:29]=[C:30]2[C:25](=[CH:26][CH:27]=1)[NH:24][C:23](=[O:32])[C:22]2=[N:21][N:20]=[CH:19][C:16]1[CH:15]=[CH:14][C:13]([C:12]([NH:11][CH2:10][CH2:9][CH2:8][CH2:7][CH2:6][CH2:5][CH2:4][C:3]([OH:34])=[O:2])=[O:33])=[CH:18][CH:17]=1.